Dataset: Catalyst prediction with 721,799 reactions and 888 catalyst types from USPTO. Task: Predict which catalyst facilitates the given reaction. (1) Reactant: Br.[O:2]1[CH:6]=[CH:5][CH:4]=[C:3]1[C:7](SCC1C=CC=CC=1)=[NH:8].[NH2:17][C:18]1[CH:19]=[CH:20][C:21]2[N:26]([CH2:27][CH2:28][N:29]([CH3:37])[C:30](=[O:36])[O:31][C:32]([CH3:35])([CH3:34])[CH3:33])[CH2:25][CH2:24][S:23][C:22]=2[CH:38]=1. Product: [O:2]1[CH:6]=[CH:5][CH:4]=[C:3]1[C:7](=[NH:8])[NH:17][C:18]1[CH:19]=[CH:20][C:21]2[N:26]([CH2:27][CH2:28][N:29]([CH3:37])[C:30](=[O:36])[O:31][C:32]([CH3:33])([CH3:34])[CH3:35])[CH2:25][CH2:24][S:23][C:22]=2[CH:38]=1. The catalyst class is: 14. (2) Reactant: [N+:1]([C:4]1[NH:5][CH:6]=[CH:7][N:8]=1)([O-:3])=[O:2].[CH3:9][O:10][C:11](=[O:35])[C@H:12]([CH2:33]O)[NH:13][C:14]([C:27]1[CH:32]=[CH:31][CH:30]=[CH:29][CH:28]=1)([C:21]1[CH:26]=[CH:25][CH:24]=[CH:23][CH:22]=1)[C:15]1[CH:20]=[CH:19][CH:18]=[CH:17][CH:16]=1.C1(P(C2C=CC=CC=2)C2C=CC=CC=2)C=CC=CC=1. Product: [N+:1]([C:4]1[N:5]([CH2:33][C@@H:12]([C:11]([O:10][CH3:9])=[O:35])[NH:13][C:14]([C:15]2[CH:20]=[CH:19][CH:18]=[CH:17][CH:16]=2)([C:27]2[CH:28]=[CH:29][CH:30]=[CH:31][CH:32]=2)[C:21]2[CH:22]=[CH:23][CH:24]=[CH:25][CH:26]=2)[CH:6]=[CH:7][N:8]=1)([O-:3])=[O:2]. The catalyst class is: 1. (3) Reactant: B(O)(O)[C@H]1N(C([C@@H](N)C(C)C)=O)CCC1.CS(O)(=O)=O.[CH3:21][O:22][C:23](=[O:30])[CH2:24][C@H:25]([CH2:28][F:29])[CH2:26]Br.[CH2:31]([O:33][C:34](=[O:44])[CH2:35][NH:36][CH2:37][C:38]1[CH:43]=[CH:42][CH:41]=[CH:40][CH:39]=1)[CH3:32]. Product: [CH3:21][O:22][C:23](=[O:30])[CH2:24][C@H:25]([CH2:28][F:29])[CH2:26][N:36]([CH2:37][C:38]1[CH:39]=[CH:40][CH:41]=[CH:42][CH:43]=1)[CH2:35][C:34]([O:33][CH2:31][CH3:32])=[O:44]. The catalyst class is: 10. (4) The catalyst class is: 2. Product: [F:1][C:2]1[C:24]([S:25]([CH:27]2[CH2:28][CH2:29][N:30]([CH:33]([CH3:35])[CH3:34])[CH2:31][CH2:32]2)(=[O:37])=[O:26])=[CH:23][C:5]2[C:6]3[N:7]([CH:11]=[C:12]([C:14]4[N:18]([CH:19]([CH3:20])[CH3:21])[N:17]=[C:16]([CH3:22])[N:15]=4)[N:13]=3)[CH2:8][CH2:9][O:10][C:4]=2[CH:3]=1. Reactant: [F:1][C:2]1[C:24]([S:25]([CH:27]2[CH2:32][CH2:31][N:30]([CH:33]([CH3:35])[CH3:34])[CH2:29][CH2:28]2)=[O:26])=[CH:23][C:5]2[C:6]3[N:7]([CH:11]=[C:12]([C:14]4[N:18]([CH:19]([CH3:21])[CH3:20])[N:17]=[C:16]([CH3:22])[N:15]=4)[N:13]=3)[CH2:8][CH2:9][O:10][C:4]=2[CH:3]=1.C(O)(C(F)(F)F)=[O:37].C1C=C(Cl)C=C(C(OO)=O)C=1. (5) Reactant: Br[C:2]1[CH:20]=[CH:19][CH:18]=[C:17]([Cl:21])[C:3]=1[CH2:4][CH:5]1[CH2:9][CH2:8][N:7]([CH:10]2[CH2:15][CH2:14][CH2:13][CH2:12][CH2:11]2)[C:6]1=[O:16].C([O-])([O-])=O.[Cs+].[Cs+].C(=O)(O)[O-]. Product: [CH2:4]([C:2]1[CH:20]=[CH:19][CH:18]=[C:17]([Cl:21])[C:3]=1[CH2:4][CH:5]1[CH2:9][CH2:8][N:7]([CH:10]2[CH2:15][CH2:14][CH2:13][CH2:12][CH2:11]2)[C:6]1=[O:16])[C:3]1[CH:17]=[CH:18][CH:19]=[CH:20][CH:2]=1. The catalyst class is: 140.